This data is from Retrosynthesis with 50K atom-mapped reactions and 10 reaction types from USPTO. The task is: Predict the reactants needed to synthesize the given product. (1) Given the product COC(=O)c1ccc2c(n1)CCNC2, predict the reactants needed to synthesize it. The reactants are: COC(=O)c1ccc2c(n1)CCN(Cc1ccccc1)C2. (2) Given the product CN(CCCCCCC1=C(c2ccc(F)c(F)c2)CCCc2cc(O)ccc21)CCCCS(=O)(=O)CCC(F)(F)C(F)(F)F, predict the reactants needed to synthesize it. The reactants are: CNCCCCS(=O)(=O)CCC(F)(F)C(F)(F)F.Oc1ccc2c(c1)CCCC(c1ccc(F)c(F)c1)=C2CCCCCCBr.